Dataset: Full USPTO retrosynthesis dataset with 1.9M reactions from patents (1976-2016). Task: Predict the reactants needed to synthesize the given product. Given the product [C:2]1([N:8]2[C:12]3[CH:13]=[CH:14][CH:15]=[CH:16][C:11]=3[N:10]=[CH:9]2)[CH:7]=[CH:6][CH:5]=[CH:4][CH:3]=1, predict the reactants needed to synthesize it. The reactants are: I[C:2]1[CH:7]=[CH:6][CH:5]=[CH:4][CH:3]=1.[N:8]1[C:12]2[CH:13]=[CH:14][CH:15]=[CH:16][C:11]=2[NH:10][CH:9]=1.C(=O)([O-])[O-].[Na+].[Na+].N1C2C(=CC=C3C=2N=CC=C3)C=CC=1.